Dataset: CYP2C19 inhibition data for predicting drug metabolism from PubChem BioAssay. Task: Regression/Classification. Given a drug SMILES string, predict its absorption, distribution, metabolism, or excretion properties. Task type varies by dataset: regression for continuous measurements (e.g., permeability, clearance, half-life) or binary classification for categorical outcomes (e.g., BBB penetration, CYP inhibition). Dataset: cyp2c19_veith. (1) The drug is Clc1ccccc1-c1cncnc1NCc1cccs1. The result is 1 (inhibitor). (2) The compound is Cc1ccc2c(c1)N(CC(=O)NC1CCC(C)CC1)C(=O)CO2. The result is 1 (inhibitor). (3) The molecule is O=C(NCCNS(=O)(=O)c1ccccc1Cl)c1cc(OCC(F)(F)F)ccc1OCC(F)(F)F. The result is 1 (inhibitor). (4) The drug is N#Cc1ccc(CN2CC[C@@]3(CCCNC3)C2)cc1. The result is 0 (non-inhibitor). (5) The compound is Cn1c(=O)c(-c2cccs2)nc2cnc(Oc3ccccc3)nc21. The result is 0 (non-inhibitor). (6) The compound is CC1CCc2cccc3c2N1c1cc(C#N)c(C#N)cc1O3. The result is 1 (inhibitor). (7) The molecule is FC(F)(F)c1nc(-c2ccncc2)ncc1-c1nnnn1-c1ccccc1. The result is 1 (inhibitor).